This data is from Forward reaction prediction with 1.9M reactions from USPTO patents (1976-2016). The task is: Predict the product of the given reaction. (1) Given the reactants Br.[CH3:2][C:3]1[CH:8]=[C:7]([O:9][C:10]([F:13])([F:12])[F:11])[CH:6]=[CH:5][C:4]=1[N:14]1[CH2:18][CH2:17][CH2:16][C:15]1=[NH:19].[OH-].[Na+].[CH2:22]([O:24][C:25](=[O:29])[C:26]#[C:27][CH3:28])[CH3:23], predict the reaction product. The product is: [CH2:22]([O:24][C:25](=[O:29])[CH:26]=[C:27](/[N:19]=[C:15]1/[N:14]([C:4]2[CH:5]=[CH:6][C:7]([O:9][C:10]([F:11])([F:12])[F:13])=[CH:8][C:3]=2[CH3:2])[CH2:18][CH2:17][CH2:16]/1)[CH3:28])[CH3:23]. (2) Given the reactants [Br:1][C:2]1[CH:3]=[CH:4][C:5]([OH:10])=[C:6]([CH:9]=1)[C:7]#[N:8].CN(C=O)C.C(=O)([O-])[O-].[K+].[K+].Br[CH:23]1[CH2:26][CH2:25][CH2:24]1, predict the reaction product. The product is: [Br:1][C:2]1[CH:3]=[CH:4][C:5]([O:10][CH:23]2[CH2:26][CH2:25][CH2:24]2)=[C:6]([CH:9]=1)[C:7]#[N:8]. (3) Given the reactants [Br:1][C:2]1[CH:7]=[CH:6][C:5]([C:8]2[N:13]=[C:12]3[CH:14]=[C:15]([Cl:17])[NH:16][C:11]3=[CH:10][C:9]=2[Cl:18])=[CH:4][CH:3]=1.[H-].[Na+].Cl[CH2:22][O:23][CH2:24][CH2:25][Si:26]([CH3:29])([CH3:28])[CH3:27], predict the reaction product. The product is: [Br:1][C:2]1[CH:3]=[CH:4][C:5]([C:8]2[N:13]=[C:12]3[CH:14]=[C:15]([Cl:17])[N:16]([CH2:22][O:23][CH2:24][CH2:25][Si:26]([CH3:29])([CH3:28])[CH3:27])[C:11]3=[CH:10][C:9]=2[Cl:18])=[CH:6][CH:7]=1. (4) The product is: [Cl:13][C:6]1[CH:7]=[C:8]([O:11][CH3:12])[CH:9]=[CH:10][C:5]=1[C:3]1[N:29]=[C:27]([N:26]([C:18]2[CH:19]=[C:20]([N+:23]([O-:25])=[O:24])[CH:21]=[CH:22][C:17]=2[O:16][CH3:15])[CH2:30][CH2:31][CH3:32])[S:28][C:2]=1[CH3:14]. Given the reactants Br[CH:2]([CH3:14])[C:3]([C:5]1[CH:10]=[CH:9][C:8]([O:11][CH3:12])=[CH:7][C:6]=1[Cl:13])=O.[CH3:15][O:16][C:17]1[CH:22]=[CH:21][C:20]([N+:23]([O-:25])=[O:24])=[CH:19][C:18]=1[N:26]([CH2:30][CH2:31][CH3:32])[C:27]([NH2:29])=[S:28], predict the reaction product. (5) Given the reactants [Cl:1][C:2]1[C:11]2[C:6](=[CH:7][C:8]([S:12]([N:15]([CH2:26][CH2:27][O:28][CH:29]3[CH2:34][CH2:33][CH2:32][CH2:31][O:30]3)[C:16]3([C:21]([O:23]CC)=[O:22])[CH2:20][CH2:19][CH2:18][CH2:17]3)(=[O:14])=[O:13])=[CH:9][CH:10]=2)[C:5]([NH:35][C:36]([NH2:38])=[NH:37])=[N:4][CH:3]=1.[OH-].[Na+], predict the reaction product. The product is: [Cl:1][C:2]1[C:11]2[C:6](=[CH:7][C:8]([S:12]([N:15]([CH2:26][CH2:27][O:28][CH:29]3[CH2:34][CH2:33][CH2:32][CH2:31][O:30]3)[C:16]3([C:21]([OH:23])=[O:22])[CH2:20][CH2:19][CH2:18][CH2:17]3)(=[O:13])=[O:14])=[CH:9][CH:10]=2)[C:5]([NH:35][C:36]([NH2:38])=[NH:37])=[N:4][CH:3]=1. (6) Given the reactants [CH3:1][O:2][C:3]1[CH:12]=[CH:11][CH:10]=[CH:9][C:4]=1[C:5]([NH:7][NH2:8])=O.[C:13]1([CH3:22])[CH:18]=[CH:17][C:16]([N:19]=[C:20]=[S:21])=[CH:15][CH:14]=1, predict the reaction product. The product is: [CH3:1][O:2][C:3]1[CH:12]=[CH:11][CH:10]=[CH:9][C:4]=1[C:5]1[N:19]([C:16]2[CH:17]=[CH:18][C:13]([CH3:22])=[CH:14][CH:15]=2)[C:20]([SH:21])=[N:8][N:7]=1. (7) Given the reactants C([O:8][CH:9]1[C:14]([CH2:21][O:22][S:23]([CH3:26])(=[O:25])=[O:24])([C:15]2[CH:20]=[CH:19][CH:18]=[CH:17][N:16]=2)[CH2:13][CH2:12][N:11]([C:27]([O:29][C:30]([CH3:33])([CH3:32])[CH3:31])=[O:28])[CH2:10]1)C1C=CC=CC=1.C([O-])=O.[NH4+], predict the reaction product. The product is: [OH:8][C@@H:9]1[C@@:14]([CH2:21][O:22][S:23]([CH3:26])(=[O:25])=[O:24])([C:15]2[CH:20]=[CH:19][CH:18]=[CH:17][N:16]=2)[CH2:13][CH2:12][N:11]([C:27]([O:29][C:30]([CH3:33])([CH3:32])[CH3:31])=[O:28])[CH2:10]1. (8) The product is: [C:25]([C:28]1[S:29][CH:30]=[CH:31][C:32]=1[C:5]1[CH:6]=[CH:7][C:8]([C:10]2[S:11][CH:12]=[C:13]([C:15]3[CH:20]=[CH:19][C:18]([Cl:21])=[C:17]([Cl:22])[CH:16]=3)[N:14]=2)=[CH:9][C:4]=1[C:3]([OH:2])=[O:24])(=[O:27])[CH3:26]. Given the reactants C[O:2][C:3](=[O:24])[C:4]1[CH:9]=[C:8]([C:10]2[S:11][CH:12]=[C:13]([C:15]3[CH:20]=[CH:19][C:18]([Cl:21])=[C:17]([Cl:22])[CH:16]=3)[N:14]=2)[CH:7]=[CH:6][C:5]=1Br.[C:25]([C:28]1[S:29][CH:30]=[CH:31][C:32]=1B(O)O)(=[O:27])[CH3:26], predict the reaction product. (9) Given the reactants [CH3:1][O:2][C:3](=[O:17])[C:4]1[CH:9]=[CH:8][C:7]([C:10]([NH:12][NH:13][C:14](=[O:16])[CH3:15])=O)=[CH:6][CH:5]=1, predict the reaction product. The product is: [CH3:1][O:2][C:3](=[O:17])[C:4]1[CH:9]=[CH:8][C:7]([C:10]2[O:16][C:14]([CH3:15])=[N:13][N:12]=2)=[CH:6][CH:5]=1.